From a dataset of Peptide-MHC class I binding affinity with 185,985 pairs from IEDB/IMGT. Regression. Given a peptide amino acid sequence and an MHC pseudo amino acid sequence, predict their binding affinity value. This is MHC class I binding data. (1) The peptide sequence is WERKVDFL. The MHC is Mamu-A11 with pseudo-sequence Mamu-A11. The binding affinity (normalized) is 0.866. (2) The peptide sequence is KSDPIMLLK. The MHC is HLA-A02:01 with pseudo-sequence HLA-A02:01. The binding affinity (normalized) is 0.0847.